From a dataset of HIV replication inhibition screening data with 41,000+ compounds from the AIDS Antiviral Screen. Binary Classification. Given a drug SMILES string, predict its activity (active/inactive) in a high-throughput screening assay against a specified biological target. (1) The molecule is CC1=CC(C)C(=O)N(CC(C)N2CCCC2)C(C)=C1. The result is 0 (inactive). (2) The molecule is COc1ccc(C(=O)C[PH](c2ccccc2)(c2ccccc2)c2ccccc2)cc1. The result is 0 (inactive). (3) The compound is COc1ccc(C2OC(=O)c3ccnc(O)c32)cc1. The result is 0 (inactive). (4) The compound is CC(c1ccccc1)N1COC2(C#Cc3ccc4c(c3)OCO4)CCCC12. The result is 0 (inactive). (5) The drug is O=C1c2[nH]c3ccc(Br)cc3c2CCN1Cc1ccc(Cl)cc1. The result is 0 (inactive). (6) The molecule is CC(C)=CCCC(C)=CCCC(C)C=CC(=O)NCC1CC[N+]2(C)CCCCC12.O=P([O-])(O)O. The result is 0 (inactive). (7) The molecule is Cc1oc2c(c1C)S(=O)(=O)C(C#N)=CN2. The result is 0 (inactive). (8) The drug is O=C(O)c1cccc(S(=O)(=O)c2ccccc2)c1. The result is 0 (inactive). (9) The molecule is CC(=O)N1C(C(=O)NNc2ccccc2)CSC1c1ccccc1. The result is 0 (inactive).